This data is from Full USPTO retrosynthesis dataset with 1.9M reactions from patents (1976-2016). The task is: Predict the reactants needed to synthesize the given product. (1) Given the product [CH3:1][O:2][C:3]([C:4]1[CH:9]=[CH:8][C:7]2[N:22]([C:16]3[CH:21]=[CH:20][CH:19]=[CH:18][CH:17]=3)[C:23]([CH3:24])=[N:11][C:6]=2[C:5]=1[CH3:14])=[O:15], predict the reactants needed to synthesize it. The reactants are: [CH3:1][O:2][C:3](=[O:15])[C:4]1[CH:9]=[CH:8][C:7](Br)=[C:6]([N+:11]([O-])=O)[C:5]=1[CH3:14].[C:16]1([NH:22][C:23](=O)[CH3:24])[CH:21]=[CH:20][CH:19]=[CH:18][CH:17]=1. (2) Given the product [NH2:2][C@H:3]([C:11]([OH:13])=[O:12])[CH2:4][CH2:5][CH2:6][NH:7][C:8]([NH2:10])=[O:9], predict the reactants needed to synthesize it. The reactants are: Cl.[NH:2](C(OC(C)(C)C)=O)[C@H:3]([C:11]([OH:13])=[O:12])[CH2:4][CH2:5][CH2:6][NH:7][C:8]([NH2:10])=[O:9]. (3) Given the product [Cl:1][C:2]1[CH:3]=[C:4]([CH:12]=[CH:13][C:14]=1[Cl:15])[C:5]([NH:7][CH2:8][C:9]([N:16]1[CH2:20][CH2:19][CH:18]([OH:21])[CH2:17]1)=[O:11])=[O:6], predict the reactants needed to synthesize it. The reactants are: [Cl:1][C:2]1[CH:3]=[C:4]([CH:12]=[CH:13][C:14]=1[Cl:15])[C:5]([NH:7][CH2:8][C:9]([OH:11])=O)=[O:6].[NH:16]1[CH2:20][CH2:19][CH:18]([OH:21])[CH2:17]1. (4) Given the product [CH3:1][O:2][C:3]([C:5]1([C:8]2[CH:13]=[CH:12][C:11]([S:15]([Cl:14])(=[O:17])=[O:16])=[CH:10][CH:9]=2)[CH2:7][CH2:6]1)=[O:4], predict the reactants needed to synthesize it. The reactants are: [CH3:1][O:2][C:3]([C:5]1([C:8]2[CH:13]=[CH:12][CH:11]=[CH:10][CH:9]=2)[CH2:7][CH2:6]1)=[O:4].[Cl:14][S:15](O)(=[O:17])=[O:16]. (5) Given the product [F:20][C:21]1[CH:22]=[C:23]([N:36]2[CH2:40][C@H:39]([CH2:41][N:42]3[CH:46]=[CH:45][N:44]=[N:43]3)[O:38][C:37]2=[O:47])[CH:24]=[CH:25][C:26]=1[C:2]1[CH:7]=[N:6][C:5]([C:8]2[CH2:12][C@H:11]([CH2:13][N:14]3[CH2:19][CH2:18][O:17][CH2:16][CH2:15]3)[O:10][N:9]=2)=[CH:4][CH:3]=1, predict the reactants needed to synthesize it. The reactants are: Br[C:2]1[CH:3]=[CH:4][C:5]([C:8]2[CH2:12][C@H:11]([CH2:13][N:14]3[CH2:19][CH2:18][O:17][CH2:16][CH2:15]3)[O:10][N:9]=2)=[N:6][CH:7]=1.[F:20][C:21]1[CH:22]=[C:23]([N:36]2[CH2:40][C@H:39]([CH2:41][N:42]3[CH:46]=[CH:45][N:44]=[N:43]3)[O:38][C:37]2=[O:47])[CH:24]=[CH:25][C:26]=1B1OC(C)(C)C(C)(C)O1.Cl. (6) Given the product [Br:8][C:27]1[C:21]2[C:22](=[N:23][CH:24]=[C:19]([C:11]3[CH:12]=[C:13]([CH:17]=[CH:18][C:10]=3[Cl:9])[C:14]([OH:16])=[O:15])[CH:20]=2)[O:25][C:26]=1[C:28]1[CH:33]=[CH:32][C:31]([F:34])=[CH:30][CH:29]=1, predict the reactants needed to synthesize it. The reactants are: C1C(=O)N([Br:8])C(=O)C1.[Cl:9][C:10]1[CH:18]=[CH:17][C:13]([C:14]([OH:16])=[O:15])=[CH:12][C:11]=1[C:19]1[CH:20]=[C:21]2[CH:27]=[C:26]([C:28]3[CH:33]=[CH:32][C:31]([F:34])=[CH:30][CH:29]=3)[O:25][C:22]2=[N:23][CH:24]=1.